This data is from CYP3A4 substrate classification data from Carbon-Mangels et al.. The task is: Regression/Classification. Given a drug SMILES string, predict its absorption, distribution, metabolism, or excretion properties. Task type varies by dataset: regression for continuous measurements (e.g., permeability, clearance, half-life) or binary classification for categorical outcomes (e.g., BBB penetration, CYP inhibition). Dataset: cyp3a4_substrate_carbonmangels. (1) The molecule is C=CC[C@@H]1C=C(C)C[C@H](C)C[C@H](OC)[C@@H]2O[C@](O)(C(=O)C(=O)N3CCCC[C@H]3C(=O)O[C@H](/C(C)=C/[C@@H]3CC[C@@H](O)[C@H](OC)C3)[C@H](C)[C@@H](O)CC1=O)[C@H](C)C[C@@H]2OC. The result is 1 (substrate). (2) The compound is CCc1nn(CCCN2CCN(c3cccc(Cl)c3)CC2)c(=O)n1CCOc1ccccc1. The result is 1 (substrate). (3) The molecule is Fc1ccc(C(OCCN2CCN(CCCc3ccccc3)CC2)c2ccc(F)cc2)cc1. The result is 1 (substrate). (4) The compound is CC[C@]1(O)C[C@H]2CN(CCc3c([nH]c4ccccc34)[C@@](C(=O)OC)(c3cc4c(cc3OC)N(C)[C@H]3[C@@](O)(C(=O)OC)[C@H](OC(C)=O)[C@]5(CC)C=CCN6CC[C@]43[C@@H]65)C2)C1. The result is 1 (substrate). (5) The molecule is CC(C)(Oc1ccc(CCNC(=O)c2ccc(Cl)cc2)cc1)C(=O)O. The result is 1 (substrate). (6) The compound is CCc1ccc(CCOc2ccc(C[C@@H]3SC(=O)NC3=O)cc2)nc1. The result is 1 (substrate). (7) The molecule is CCN(CCO)CCC[C@H](C)Nc1ccnc2cc(Cl)ccc12. The result is 0 (non-substrate). (8) The molecule is Cc1cccc(C)c1OCC(=O)N[C@@H](Cc1ccccc1)[C@@H](O)C[C@H](Cc1ccccc1)NC(=O)[C@H](C(C)C)N1CCCNC1=O. The result is 1 (substrate). (9) The compound is Fc1ccc([C@@H]2CCNC[C@H]2COc2ccc3c(c2)OCO3)cc1. The result is 0 (non-substrate).